This data is from NCI-60 drug combinations with 297,098 pairs across 59 cell lines. The task is: Regression. Given two drug SMILES strings and cell line genomic features, predict the synergy score measuring deviation from expected non-interaction effect. Drug 1: CCCCC(=O)OCC(=O)C1(CC(C2=C(C1)C(=C3C(=C2O)C(=O)C4=C(C3=O)C=CC=C4OC)O)OC5CC(C(C(O5)C)O)NC(=O)C(F)(F)F)O. Drug 2: C1=NC(=NC(=O)N1C2C(C(C(O2)CO)O)O)N. Cell line: UACC62. Synergy scores: CSS=75.3, Synergy_ZIP=3.95, Synergy_Bliss=3.45, Synergy_Loewe=5.55, Synergy_HSA=8.20.